From a dataset of Catalyst prediction with 721,799 reactions and 888 catalyst types from USPTO. Predict which catalyst facilitates the given reaction. (1) Reactant: [CH2:1]([O:8][C:9]1[C:14]2[C:15]([NH2:18])=[N:16][NH:17][C:13]=2[CH:12]=[CH:11][N:10]=1)[C:2]1[CH:7]=[CH:6][CH:5]=[CH:4][CH:3]=1.[C:19]([CH:21]=[C:22]1[CH2:27][CH2:26][N:25]([C:28]([O:30][C:31]([CH3:34])([CH3:33])[CH3:32])=[O:29])[CH2:24][CH2:23]1)#[N:20].C1CCN2C(=NCCC2)CC1. Product: [NH2:18][C:15]1[C:14]2[C:9]([O:8][CH2:1][C:2]3[CH:3]=[CH:4][CH:5]=[CH:6][CH:7]=3)=[N:10][CH:11]=[CH:12][C:13]=2[N:17]([C:22]2([CH2:21][C:19]#[N:20])[CH2:23][CH2:24][N:25]([C:28]([O:30][C:31]([CH3:32])([CH3:33])[CH3:34])=[O:29])[CH2:26][CH2:27]2)[N:16]=1. The catalyst class is: 23. (2) Reactant: Cl.[NH:2]1[CH2:5][CH:4]([OH:6])[CH2:3]1.C(N(C(C)C)CC)(C)C.[CH2:16]([S:19](Cl)(=[O:21])=[O:20])[CH2:17][CH3:18].C(O)(=O)CC(CC(O)=O)(C(O)=O)O. Product: [CH2:16]([S:19]([N:2]1[CH2:5][CH:4]([OH:6])[CH2:3]1)(=[O:21])=[O:20])[CH2:17][CH3:18]. The catalyst class is: 4. (3) Reactant: [NH:1]1[CH2:6][CH2:5][CH:4]([N:7]2[C:13]3[CH:14]=[CH:15][CH:16]=[CH:17][C:12]=3[CH2:11][CH2:10][C:9]3[CH:18]=[CH:19][CH:20]=[CH:21][C:8]2=3)[CH2:3][CH2:2]1.[C:22]([NH:26][C:27](=[O:33])[CH2:28][CH2:29][C:30](O)=[O:31])([CH3:25])([CH3:24])[CH3:23].Cl.C(N=C=NCCCN(C)C)C.C(N(CC)CC)C. Product: [C:22]([NH:26][C:27](=[O:33])[CH2:28][CH2:29][C:30]([N:1]1[CH2:6][CH2:5][CH:4]([N:7]2[C:8]3[CH:21]=[CH:20][CH:19]=[CH:18][C:9]=3[CH2:10][CH2:11][C:12]3[CH:17]=[CH:16][CH:15]=[CH:14][C:13]2=3)[CH2:3][CH2:2]1)=[O:31])([CH3:25])([CH3:23])[CH3:24]. The catalyst class is: 112.